This data is from Reaction yield outcomes from USPTO patents with 853,638 reactions. The task is: Predict the reaction yield, written as a fraction of the theoretical maximum amount of product (1.0 means a 100% yield; for example, 0.34 means a 34% yield). (1) The yield is 0.184. The catalyst is C(Cl)Cl. The product is [C:40]([N:23]1[CH2:24][CH2:25][CH:21]([NH:20][C:17]2[CH:18]=[N:19][C:11]([O:10][C:9]3[CH:26]=[CH:27][C:6]([O:5][C:4]4[CH:28]=[CH:29][CH:30]=[C:2]([F:1])[CH:3]=4)=[CH:7][CH:8]=3)=[C:12]([CH:16]=2)[C:13]([NH2:15])=[O:14])[CH2:22]1)(=[O:44])/[CH:41]=[CH:42]/[CH3:43]. The reactants are [F:1][C:2]1[CH:3]=[C:4]([CH:28]=[CH:29][CH:30]=1)[O:5][C:6]1[CH:27]=[CH:26][C:9]([O:10][C:11]2[N:19]=[CH:18][C:17]([NH:20][CH:21]3[CH2:25][CH2:24][NH:23][CH2:22]3)=[CH:16][C:12]=2[C:13]([NH2:15])=[O:14])=[CH:8][CH:7]=1.C(N(CC)C(C)C)(C)C.[C:40](Cl)(=[O:44])/[CH:41]=[CH:42]/[CH3:43]. (2) The reactants are [NH2:1][C:2]1[CH:3]=[C:4]2[C:10]([C:11]3[C:16]([C:17]#[N:18])=[CH:15][N:14]=[C:13]([NH:19][CH:20]([CH3:22])[CH3:21])[N:12]=3)=[CH:9][N:8]([S:23]([C:26]3[CH:32]=[CH:31][C:29]([CH3:30])=[CH:28][CH:27]=3)(=[O:25])=[O:24])[C:5]2=[N:6][CH:7]=1.[C:33]1(B(O)O)[CH:38]=[CH:37][CH:36]=[CH:35][CH:34]=1.N1C=CC=CC=1. The catalyst is C(Cl)Cl.C([O-])(=O)C.[Cu+2].C([O-])(=O)C. The product is [CH:20]([NH:19][C:13]1[N:12]=[C:11]([C:10]2[C:4]3[C:5](=[N:6][CH:7]=[C:2]([NH:1][C:33]4[CH:38]=[CH:37][CH:36]=[CH:35][CH:34]=4)[CH:3]=3)[N:8]([S:23]([C:26]3[CH:27]=[CH:28][C:29]([CH3:30])=[CH:31][CH:32]=3)(=[O:24])=[O:25])[CH:9]=2)[C:16]([C:17]#[N:18])=[CH:15][N:14]=1)([CH3:21])[CH3:22]. The yield is 0.360. (3) The reactants are [CH3:1][O:2][CH2:3][C:4]1[CH:5]=[C:6]([N+:10]([O-])=O)[CH:7]=[CH:8][CH:9]=1. The catalyst is C(O)(=O)C.[Zn]. The product is [CH3:1][O:2][CH2:3][C:4]1[CH:5]=[C:6]([CH:7]=[CH:8][CH:9]=1)[NH2:10]. The yield is 0.990.